Dataset: Full USPTO retrosynthesis dataset with 1.9M reactions from patents (1976-2016). Task: Predict the reactants needed to synthesize the given product. (1) The reactants are: F[C:2]1[CH:16]=[CH:15][C:5]2[C:6](=[O:14])[NH:7][C:8]3[C:13]([C:4]=2[CH:3]=1)=[CH:12][CH:11]=[CH:10][N:9]=3.F[C:18]1[CH:19]=[C:20]([OH:24])[CH:21]=[CH:22][CH:23]=1.[C:25](=O)([O-])[O-:26].[K+].[K+]. Given the product [CH3:25][O:26][C:18]1[CH:19]=[C:20]([CH:21]=[CH:22][CH:23]=1)[O:24][C:2]1[CH:16]=[CH:15][C:5]2[C:6](=[O:14])[NH:7][C:8]3[C:13]([C:4]=2[CH:3]=1)=[CH:12][CH:11]=[CH:10][N:9]=3, predict the reactants needed to synthesize it. (2) Given the product [CH3:10][C:11]1[C:12]([C:2]2[CH:7]=[CH:6][C:5]([CH:8]=[O:9])=[CH:4][N:3]=2)=[CH:13][C:14]2[C:15]([CH3:24])([CH3:23])[CH2:16][CH2:17][C:18]([CH3:22])([CH3:21])[C:19]=2[CH:20]=1, predict the reactants needed to synthesize it. The reactants are: Br[C:2]1[CH:7]=[CH:6][C:5]([CH:8]=[O:9])=[CH:4][N:3]=1.[CH3:10][C:11]1[C:12](B(O)O)=[CH:13][C:14]2[C:15]([CH3:24])([CH3:23])[CH2:16][CH2:17][C:18]([CH3:22])([CH3:21])[C:19]=2[CH:20]=1.C(=O)([O-])[O-].[K+].[K+]. (3) Given the product [Cl:25][C:2]1[C:11]2[C:6](=[CH:7][CH:8]=[CH:9][CH:10]=2)[N:5]=[CH:4][N:3]=1, predict the reactants needed to synthesize it. The reactants are: O[C:2]1[C:11]2[C:6](=[CH:7][CH:8]=[CH:9][CH:10]=2)[N:5]=[CH:4][N:3]=1.C(N(CC)C1C=CC=CC=1)C.P(Cl)(Cl)([Cl:25])=O.Cl. (4) Given the product [Br:1][C:2]1[CH:3]=[C:4]([NH:5][CH2:14][CH2:13][NH2:12])[CH:6]=[CH:7][CH:8]=1, predict the reactants needed to synthesize it. The reactants are: [Br:1][C:2]1[CH:3]=[C:4]([CH:6]=[CH:7][CH:8]=1)[NH2:5].Cl.O1[CH2:14][CH2:13][NH:12]C1=O. (5) Given the product [Cl:29][C:8]1[N:7]=[C:6]2[C:11]([CH:12]=[N:13][C:4]3[N:5]2[N:21]=[C:2]([CH3:1])[CH:3]=3)=[N:10][C:9]=1[C:14]1[CH:19]=[CH:18][CH:17]=[CH:16][CH:15]=1, predict the reactants needed to synthesize it. The reactants are: [CH3:1][C:2]1[CH:3]=[C:4]2[N:13]=[CH:12][C:11]3[C:6](=[N:7][C:8](O)=[C:9]([C:14]4[CH:19]=[CH:18][CH:17]=[CH:16][CH:15]=4)[N:10]=3)[N:5]2[N:21]=1.CN(C=O)C.O=S(Cl)[Cl:29]. (6) Given the product [CH2:3]([O:5][C:6](=[O:21])[C:7]1[CH:12]=[CH:11][C:10]([CH:13]([C:14]([O:16][C:17]([CH3:20])([CH3:19])[CH3:18])=[O:15])[CH2:27][C:26]2[CH:29]=[CH:30][C:23]([F:22])=[CH:24][CH:25]=2)=[CH:9][CH:8]=1)[CH3:4], predict the reactants needed to synthesize it. The reactants are: [H-].[Na+].[CH2:3]([O:5][C:6](=[O:21])[C:7]1[CH:12]=[CH:11][C:10]([CH2:13][C:14]([O:16][C:17]([CH3:20])([CH3:19])[CH3:18])=[O:15])=[CH:9][CH:8]=1)[CH3:4].[F:22][C:23]1[CH:30]=[CH:29][C:26]([CH2:27]Br)=[CH:25][CH:24]=1. (7) The reactants are: [CH:1]1([CH2:4][N:5]2[C:9]([CH:10]=[O:11])=[CH:8][N:7]=[CH:6]2)[CH2:3][CH2:2]1.C(=O)([O-])[O-].[K+].[K+].[F:18][C:19]([Si](C)(C)C)([F:21])[F:20]. Given the product [CH:1]1([CH2:4][N:5]2[C:9]([CH:10]([OH:11])[C:19]([F:21])([F:20])[F:18])=[CH:8][N:7]=[CH:6]2)[CH2:2][CH2:3]1, predict the reactants needed to synthesize it. (8) Given the product [CH3:39][O:40][C:41]1[CH:42]=[CH:43][C:44]([S:47]([N:16]([C:13]2[CH:12]=[CH:11][C:10]([CH:9]=[CH:8][C:7]([N:1]3[CH2:6][CH2:5][O:4][CH2:3][CH2:2]3)=[O:31])=[CH:15][CH:14]=2)[CH2:17][C:18]2[CH:23]=[CH:22][C:21]([O:24][CH:25]3[CH2:30][CH2:29][CH2:28][CH2:27][O:26]3)=[CH:20][CH:19]=2)(=[O:49])=[O:48])=[CH:45][CH:46]=1, predict the reactants needed to synthesize it. The reactants are: [N:1]1([C:7](=[O:31])[CH:8]=[CH:9][C:10]2[CH:15]=[CH:14][C:13]([NH:16][CH2:17][C:18]3[CH:23]=[CH:22][C:21]([O:24][CH:25]4[CH2:30][CH2:29][CH2:28][CH2:27][O:26]4)=[CH:20][CH:19]=3)=[CH:12][CH:11]=2)[CH2:6][CH2:5][O:4][CH2:3][CH2:2]1.C(N(CC)CC)C.[CH3:39][O:40][C:41]1[CH:46]=[CH:45][C:44]([S:47](Cl)(=[O:49])=[O:48])=[CH:43][CH:42]=1.O.